Dataset: Full USPTO retrosynthesis dataset with 1.9M reactions from patents (1976-2016). Task: Predict the reactants needed to synthesize the given product. (1) Given the product [OH:31][CH2:30][C@H:29]([NH:28][C:25]([C:22]1[CH:21]=[CH:20][C:19]([O:18][CH2:17][CH2:16][CH2:15][CH:12]2[CH2:13][CH2:14][N:9]([C:7]3[O:6][N:5]=[C:4]([CH:1]([CH3:3])[CH3:2])[N:8]=3)[CH2:10][CH2:11]2)=[CH:24][N:23]=1)=[O:27])[CH3:32], predict the reactants needed to synthesize it. The reactants are: [CH:1]([C:4]1[N:8]=[C:7]([N:9]2[CH2:14][CH2:13][CH:12]([CH2:15][CH2:16][CH2:17][O:18][C:19]3[CH:20]=[CH:21][C:22]([C:25]([OH:27])=O)=[N:23][CH:24]=3)[CH2:11][CH2:10]2)[O:6][N:5]=1)([CH3:3])[CH3:2].[NH2:28][C@H:29]([CH3:32])[CH2:30][OH:31]. (2) The reactants are: [C:1](Cl)(=[O:5])[C:2](Cl)=O.[CH3:7][N:8]([CH3:11])C=O.[CH3:12][C:13]1[N:17]([C:18]2[CH:23]=[CH:22][C:21]([C:24]([F:27])([F:26])[F:25])=[CH:20][N:19]=2)[N:16]=[CH:15][C:14]=1[C:28]([OH:30])=O. Given the product [OH:5][CH:1]1[CH2:2][CH2:23][C:22]([C:11]2[N:8]=[CH:7][C:15]([NH:16][C:28]([C:14]3[CH:15]=[N:16][N:17]([C:18]4[CH:23]=[CH:22][C:21]([C:24]([F:25])([F:26])[F:27])=[CH:20][N:19]=4)[C:13]=3[CH3:12])=[O:30])=[CH:14][C:13]=2[CH3:12])=[CH:21][CH2:20]1, predict the reactants needed to synthesize it. (3) Given the product [Cl:25][C:20]1[CH:21]=[CH:22][CH:23]=[CH:24][C:19]=1[N:17]([CH3:18])[C:15]([C:13]1[S:12][C:11]2[C:5]3[CH:4]=[CH:3][C:2]([C:28]4[CH:27]=[CH:18][N:17]=[CH:15][CH:13]=4)=[CH:26][C:6]=3[O:7][CH2:8][CH2:9][C:10]=2[CH:14]=1)=[O:16], predict the reactants needed to synthesize it. The reactants are: Br[C:2]1[CH:3]=[CH:4][C:5]2[C:11]3[S:12][C:13]([C:15]([N:17]([C:19]4[CH:24]=[CH:23][CH:22]=[CH:21][C:20]=4[Cl:25])[CH3:18])=[O:16])=[CH:14][C:10]=3[CH2:9][CH2:8][O:7][C:6]=2[CH:26]=1.[CH3:27][C:28]([O-])=O.[K+]. (4) Given the product [CH3:2][S:3]([C:6]1[CH:7]=[CH:8][C:9]([C:12]2[CH:13]=[CH:14][C:15]([CH2:18][O:19][CH:20]3[CH2:25][CH2:24][N:23]([C:26]([O:28][C:29]4[CH:32]=[CH:51][C:46]([O:45][CH3:43])=[CH:47][CH:30]=4)=[O:27])[CH2:22][CH2:21]3)=[N:16][CH:17]=2)=[CH:10][CH:11]=1)(=[O:4])=[O:5], predict the reactants needed to synthesize it. The reactants are: Cl.[CH3:2][S:3]([C:6]1[CH:11]=[CH:10][C:9]([C:12]2[CH:13]=[CH:14][C:15]([CH2:18][O:19][CH:20]3[CH2:25][CH2:24][N:23]([C:26]([O:28][C:29]([CH3:32])(C)[CH3:30])=[O:27])[CH2:22][CH2:21]3)=[N:16][CH:17]=2)=[CH:8][CH:7]=1)(=[O:5])=[O:4].C(N(CC)CC)C.C(Cl)(O[C:43]([O:45][C:46]1[CH:51]=[CH:51][C:46]([O:45][CH3:43])=[CH:47][CH:47]=1)=O)=O. (5) Given the product [Cl:13][C:10]1[CH:9]=[CH:8][C:7]([CH2:6][CH2:5][N:41]2[CH2:42][CH2:43][C@H:39]([O:38][C:36](=[O:37])[C:35]3[CH:34]=[CH:33][C:32]([N+:29]([O-:31])=[O:30])=[CH:45][CH:44]=3)[CH2:40]2)=[CH:12][CH:11]=1, predict the reactants needed to synthesize it. The reactants are: S(C1C=CC(C)=CC=1)(O[CH2:5][CH2:6][C:7]1[CH:12]=[CH:11][C:10]([Cl:13])=[CH:9][CH:8]=1)(=O)=O.C(=O)([O-])[O-].[Na+].[Na+].[I-].[Na+].[N+:29]([C:32]1[CH:45]=[CH:44][C:35]([C:36]([O:38][C@H:39]2[CH2:43][CH2:42][NH:41][CH2:40]2)=[O:37])=[CH:34][CH:33]=1)([O-:31])=[O:30]. (6) Given the product [C:5]([C:4]1[CH:7]=[CH:8][C:9]([C@:11]2([O:29][C@H:28]([CH2:30][OH:31])[C@@H:23]([OH:24])[C@H:18]([OH:19])[C@H:13]2[OH:14])[OH:12])=[CH:10][C:3]=1[CH2:2][C:41]1[CH:42]=[CH:43][C:38]([CH:35]2[CH2:37][CH2:36]2)=[CH:39][CH:40]=1)#[N:6], predict the reactants needed to synthesize it. The reactants are: Br[CH2:2][C:3]1[CH:10]=[C:9]([C:11]2([O:29][C@H:28]([CH2:30][O:31]C(=O)C)[C@@H:23]([O:24]C(=O)C)[C@H:18]([O:19]C(=O)C)[C@H:13]2[O:14]C(=O)C)[OH:12])[CH:8]=[CH:7][C:4]=1[C:5]#[N:6].[CH:35]1([C:38]2[CH:43]=[CH:42][C:41](B(O)O)=[CH:40][CH:39]=2)[CH2:37][CH2:36]1.C(=O)([O-])[O-].[K+].[K+]. (7) Given the product [Br:1][C:2]1[CH:18]=[CH:17][C:5]2[C:6]3[N:7]=[C:8]([C:14]4[N:32]([CH:29]([CH3:31])[CH3:30])[N:33]=[C:21]([CH3:22])[N:16]=4)[S:9][C:10]=3[CH2:11][CH2:12][O:13][C:4]=2[CH:3]=1, predict the reactants needed to synthesize it. The reactants are: [Br:1][C:2]1[CH:18]=[CH:17][C:5]2[C:6]3[N:7]=[C:8]([C:14]([NH2:16])=O)[S:9][C:10]=3[CH2:11][CH2:12][O:13][C:4]=2[CH:3]=1.CO[C:21](OC)(N(C)C)[CH3:22].Cl.[CH:29]([NH:32][NH2:33])([CH3:31])[CH3:30].